Dataset: Full USPTO retrosynthesis dataset with 1.9M reactions from patents (1976-2016). Task: Predict the reactants needed to synthesize the given product. (1) Given the product [C:23]([O:22][C:20]([N:9]1[CH2:14][CH2:13][CH2:12][C@H:11]([CH2:15][C:16]([O:18][CH3:19])=[O:17])[CH2:10]1)=[O:21])([CH3:26])([CH3:25])[CH3:24], predict the reactants needed to synthesize it. The reactants are: C(N(CC)CC)C.Cl.[NH:9]1[CH2:14][CH2:13][CH2:12][C@H:11]([CH2:15][C:16]([O:18][CH3:19])=[O:17])[CH2:10]1.[C:20](O[C:20]([O:22][C:23]([CH3:26])([CH3:25])[CH3:24])=[O:21])([O:22][C:23]([CH3:26])([CH3:25])[CH3:24])=[O:21].C(=O)([O-])O.[Na+]. (2) Given the product [CH3:40][O:39][C:27]1[CH:28]=[C:29]([N:32]2[CH2:37][CH2:36][N:35]([CH3:38])[CH2:34][CH2:33]2)[CH:30]=[CH:31][C:26]=1[NH:25][C:22]1[N:23]=[CH:24][C:19]2[CH:18]=[CH:17][C:16](=[O:41])[N:15]([C:11]3[CH:10]=[C:9]([NH:8][C:42](=[O:46])/[CH:43]=[CH:44]/[CH3:45])[CH:14]=[CH:13][CH:12]=3)[C:20]=2[N:21]=1, predict the reactants needed to synthesize it. The reactants are: FC(F)(F)C(O)=O.[NH2:8][C:9]1[CH:10]=[C:11]([N:15]2[C:20]3[N:21]=[C:22]([NH:25][C:26]4[CH:31]=[CH:30][C:29]([N:32]5[CH2:37][CH2:36][N:35]([CH3:38])[CH2:34][CH2:33]5)=[CH:28][C:27]=4[O:39][CH3:40])[N:23]=[CH:24][C:19]=3[CH:18]=[CH:17][C:16]2=[O:41])[CH:12]=[CH:13][CH:14]=1.[C:42](Cl)(=[O:46])/[CH:43]=[CH:44]/[CH3:45]. (3) Given the product [F:11][C:4]1[CH:3]=[C:2]([C:18]2[CH:19]=[N:20][C:15]([O:14][CH3:13])=[CH:16][CH:17]=2)[CH:10]=[CH:9][C:5]=1[C:6]([OH:8])=[O:7], predict the reactants needed to synthesize it. The reactants are: Br[C:2]1[CH:10]=[CH:9][C:5]([C:6]([OH:8])=[O:7])=[C:4]([F:11])[CH:3]=1.Cl.[CH3:13][O:14][C:15]1[N:20]=[CH:19][C:18](B(O)O)=[CH:17][CH:16]=1.C(=O)([O-])[O-].[Na+].[Na+]. (4) Given the product [I:22][C:15]1[CH:20]=[C:19]([C:7]2[CH:8]=[CH:9][CH:10]=[C:5]([NH:4][C:1](=[O:3])[CH3:2])[CH:6]=2)[N:18]=[CH:17][N:16]=1, predict the reactants needed to synthesize it. The reactants are: [C:1]([NH:4][C:5]1[CH:6]=[C:7](B(O)O)[CH:8]=[CH:9][CH:10]=1)(=[O:3])[CH3:2].Cl[C:15]1[CH:20]=[C:19](Cl)[N:18]=[CH:17][N:16]=1.[IH:22]. (5) Given the product [CH3:1][O:2][C:3]1[CH:12]=[CH:11][CH:10]=[C:9]2[C:4]=1[CH:5]=[CH:6][C:7]([NH2:17])=[CH:8]2, predict the reactants needed to synthesize it. The reactants are: [CH3:1][O:2][C:3]1[CH:12]=[CH:11][CH:10]=[C:9]2[C:4]=1[CH:5]=[CH:6][C:7](C(O)=O)=[CH:8]2.C[N:17](C=O)C.C(Cl)(=O)C(Cl)=O.[N-]=[N+]=[N-].[Na+].[OH-].[Na+]. (6) Given the product [CH3:10][C:1]1[CH:6]=[CH:5][C:4]([C:7]([O:11][CH2:12][CH2:13][CH2:14][N:15]([CH3:33])[C:16](=[O:32])[O:17][CH2:18][CH:19]2[C:20]3[CH:21]=[CH:22][CH:23]=[CH:24][C:25]=3[C:26]3[C:31]2=[CH:30][CH:29]=[CH:28][CH:27]=3)=[O:8])=[CH:3][CH:2]=1, predict the reactants needed to synthesize it. The reactants are: [C:1]1([CH3:10])[CH:6]=[CH:5][C:4]([C:7](Cl)=[O:8])=[CH:3][CH:2]=1.[OH:11][CH2:12][CH2:13][CH2:14][N:15]([CH3:33])[C:16](=[O:32])[O:17][CH2:18][CH:19]1[C:31]2[CH:30]=[CH:29][CH:28]=[CH:27][C:26]=2[C:25]2[C:20]1=[CH:21][CH:22]=[CH:23][CH:24]=2. (7) Given the product [Cl:1][C:2]1[CH:7]=[CH:6][C:5]([S:8]([NH:11][C:15]2[C:16]([C:22](=[O:31])[C:23]3[CH:28]=[C:27]([CH3:29])[CH:26]=[CH:25][C:24]=3[Cl:30])=[N:17][CH:18]=[C:19]([Cl:21])[CH:20]=2)(=[O:9])=[O:10])=[CH:4][C:3]=1[C:32]([F:34])([F:35])[F:33], predict the reactants needed to synthesize it. The reactants are: [Cl:1][C:2]1[CH:7]=[CH:6][C:5]([S:8]([N:11]([C:15]2[C:16]([C:22](=[O:31])[C:23]3[CH:28]=[C:27]([CH3:29])[CH:26]=[CH:25][C:24]=3[Cl:30])=[N:17][CH:18]=[C:19]([Cl:21])[CH:20]=2)COC)(=[O:10])=[O:9])=[CH:4][C:3]=1[C:32]([F:35])([F:34])[F:33].O. (8) Given the product [CH3:1][O:2][C@H:3]1[CH2:20][CH2:19][C@@:18]2([CH3:21])[C:5](=[CH:6][C:7](=[O:23])[C@@H:8]3[C@@H:17]2[CH2:16][CH2:15][C@@:13]2([CH3:14])[C@H:9]3[CH2:10][CH2:11][C@@H:12]2[OH:22])[CH2:4]1, predict the reactants needed to synthesize it. The reactants are: [CH3:1][O:2][C@H:3]1[CH2:20][CH2:19][C@@:18]2([CH3:21])[C:5](=[CH:6][CH2:7][C@@H:8]3[C@@H:17]2[CH2:16][CH2:15][C@@:13]2([CH3:14])[C@H:9]3[CH2:10][CH2:11][C@@H:12]2[OH:22])[CH2:4]1.[OH:23]N1C(=O)C2=CC=CC=C2C1=O. (9) The reactants are: O([C:3](=[CH2:34])[CH2:4][CH2:5][CH2:6][CH2:7][O:8][C:9]1[C:10]([O:32][CH3:33])=[CH:11][C:12]2[C:18](=[O:19])[N:17]3[CH2:20][CH2:21][CH2:22][CH:16]3[C@H:15]([OH:23])[N:14]([C:24]([O:26][C:27]([CH3:30])([CH3:29])[CH3:28])=[O:25])[C:13]=2[CH:31]=1)O.[Cl:35][CH2:36][C@H:37]1[C:45]2[C:44]3[CH:46]=[CH:47][CH:48]=[CH:49][C:43]=3[C:42]([O:50][CH2:51][C:52]3[CH:57]=[CH:56][C:55]([N+:58]([O-:60])=[O:59])=[CH:54][CH:53]=3)=[CH:41][C:40]=2[NH:39][CH2:38]1.CCN=C=NCCCN(C)C.Cl.CC1C=CC(S(O)(=O)=[O:81])=CC=1. Given the product [C:24]([N:14]1[C:13]2[CH:31]=[C:9]([O:8][CH2:7][CH2:6][CH2:5][CH2:4][CH2:3][C:34]([N:39]3[C:40]4[CH:41]=[C:42]([O:50][CH2:51][C:52]5[CH:57]=[CH:56][C:55]([N+:58]([O-:60])=[O:59])=[CH:54][CH:53]=5)[C:43]5[CH:49]=[CH:48][CH:47]=[CH:46][C:44]=5[C:45]=4[C@H:37]([CH2:36][Cl:35])[CH2:38]3)=[O:81])[C:10]([O:32][CH3:33])=[CH:11][C:12]=2[C:18](=[O:19])[N:17]2[CH2:20][CH2:21][CH2:22][CH:16]2[C@@H:15]1[OH:23])([O:26][C:27]([CH3:28])([CH3:29])[CH3:30])=[O:25], predict the reactants needed to synthesize it. (10) Given the product [CH3:28][O:27][C:3]1([O:2][CH3:1])[CH2:8][CH2:7][N:6]([C:9]2[CH:14]=[CH:13][C:12]([N:15]3[CH2:19][C@H:18]([CH2:20][NH2:21])[O:17][C:16]3=[O:24])=[CH:11][CH:10]=2)[CH2:5][C:4]1([F:26])[F:25], predict the reactants needed to synthesize it. The reactants are: [CH3:1][O:2][C:3]1([O:27][CH3:28])[CH2:8][CH2:7][N:6]([C:9]2[CH:14]=[CH:13][C:12]([N:15]3[CH2:19][C@@H:18]([CH2:20][N:21]=[N+]=[N-])[O:17][C:16]3=[O:24])=[CH:11][CH:10]=2)[CH2:5][C:4]1([F:26])[F:25].